From a dataset of Reaction yield outcomes from USPTO patents with 853,638 reactions. Predict the reaction yield, written as a fraction of the theoretical maximum amount of product (1.0 means a 100% yield; for example, 0.34 means a 34% yield). (1) The reactants are FC(F)(F)C(O)=O.[Br:8][C:9]1[CH:10]=[C:11]([CH:15]2[C:19]([C:22]3[CH:27]=[CH:26][C:25]([Cl:28])=[CH:24][C:23]=3[F:29])([C:20]#[N:21])[CH:18]([CH2:30][C:31]([CH3:34])([CH3:33])[CH3:32])[NH:17][CH:16]2[C:35](O)=[O:36])[CH:12]=[CH:13][CH:14]=1.CC1(C)[O:43][C@@H:42]([CH2:44][CH2:45][NH2:46])[CH2:41][O:40]1.CN(C(ON1N=NC2C=CC=NC1=2)=[N+](C)C)C.F[P-](F)(F)(F)(F)F.CCN(C(C)C)C(C)C.Cl. The catalyst is C(Cl)Cl.O1CCCC1. The product is [OH:43][C@H:42]([CH2:41][OH:40])[CH2:44][CH2:45][NH:46][C:35]([CH:16]1[CH:15]([C:11]2[CH:12]=[CH:13][CH:14]=[C:9]([Br:8])[CH:10]=2)[C:19]([C:22]2[CH:27]=[CH:26][C:25]([Cl:28])=[CH:24][C:23]=2[F:29])([C:20]#[N:21])[CH:18]([CH2:30][C:31]([CH3:33])([CH3:34])[CH3:32])[NH:17]1)=[O:36]. The yield is 0.550. (2) The reactants are [CH3:1][C:2]([O:4][C@H:5]1[C:14]2[C@@:15]3([CH3:30])[C@@H:26]([CH2:27][O:28][CH3:29])[O:25][C:23](=[O:24])[C:17]4=[CH:18][O:19][C:20]([C:21](=[O:22])[C:13]=2[C@@H:8]2[CH2:9][CH2:10][C:11](=[O:12])[C@@:7]2([CH3:31])[CH2:6]1)=[C:16]34)=[O:3].[NH:32]1[CH2:36][CH2:35][CH2:34][CH2:33]1. The catalyst is C(Cl)Cl. The product is [CH3:1][C:2]([O:4][C@H:5]1[C:14]2[C@:15]3([CH3:30])[C:16](=[C:20]([OH:19])[C:21](=[O:22])[C:13]=2[C@@H:8]2[CH2:9][CH2:10][C:11](=[O:12])[C@@:7]2([CH3:31])[CH2:6]1)/[C:17](=[CH:18]/[N:32]1[CH2:36][CH2:35][CH2:34][CH2:33]1)/[C:23](=[O:24])[O:25][C@@H:26]3[CH2:27][O:28][CH3:29])=[O:3]. The yield is 0.860. (3) The reactants are [CH2:1]([O:8][C:9]1[CH:10]=[CH:11][C:12]2[C:16]([Br:17])=[C:15]([Br:18])[S:14][C:13]=2[CH:19]=1)[C:2]1[CH:7]=[CH:6][CH:5]=[CH:4][CH:3]=1.FC(F)(F)C(O)=[O:23].OO.S(=O)(O)[O-].[Na+]. The catalyst is ClCCl.O. The product is [CH2:1]([O:8][C:9]1[CH:10]=[CH:11][C:12]2[C:16]([Br:17])=[C:15]([Br:18])[S:14](=[O:23])[C:13]=2[CH:19]=1)[C:2]1[CH:3]=[CH:4][CH:5]=[CH:6][CH:7]=1. The yield is 0.620. (4) The product is [CH3:1][C:2]1[CH:3]=[C:4]([CH:21]=[C:22]([CH3:33])[C:23]=1[N:24]1[CH:28]=[C:27]([C:29]([F:30])([F:32])[F:31])[CH:26]=[N:25]1)[O:5][CH:6]([C:10]1[CH:11]=[CH:12][C:13]([C:14]([OH:16])=[O:15])=[CH:19][CH:20]=1)[CH2:7][CH2:8][CH3:9]. The yield is 0.950. The catalyst is CO. The reactants are [CH3:1][C:2]1[CH:3]=[C:4]([CH:21]=[C:22]([CH3:33])[C:23]=1[N:24]1[CH:28]=[C:27]([C:29]([F:32])([F:31])[F:30])[CH:26]=[N:25]1)[O:5][CH:6]([C:10]1[CH:20]=[CH:19][C:13]([C:14]([O:16]CC)=[O:15])=[CH:12][CH:11]=1)[CH2:7][CH2:8][CH3:9].O.O1CCCC1.O.[OH-].[Li+]. (5) The product is [I-:27].[CH3:26][N+:1]1[CH:6]=[CH:5][C:4]([C:7]([NH:9][C:10]2[CH:25]=[CH:24][CH:23]=[CH:22][C:11]=2[C:12]([NH:14][C:15]2[CH:20]=[CH:19][C:18]([Cl:21])=[CH:17][CH:16]=2)=[O:13])=[O:8])=[CH:3][CH:2]=1. The reactants are [N:1]1[CH:6]=[CH:5][C:4]([C:7]([NH:9][C:10]2[CH:25]=[CH:24][CH:23]=[CH:22][C:11]=2[C:12]([NH:14][C:15]2[CH:20]=[CH:19][C:18]([Cl:21])=[CH:17][CH:16]=2)=[O:13])=[O:8])=[CH:3][CH:2]=1.[CH3:26][I:27]. The yield is 0.590. The catalyst is CN(C=O)C.